Dataset: Catalyst prediction with 721,799 reactions and 888 catalyst types from USPTO. Task: Predict which catalyst facilitates the given reaction. (1) Reactant: [Br:1][C:2]1[C:6]([F:7])=[CH:5][NH:4][N:3]=1.[H-].[Na+].Cl[C:11]1[CH:16]=[CH:15][N:14]=[N:13][CH:12]=1. Product: [Br:1][C:2]1[C:6]([F:7])=[CH:5][N:4]([C:11]2[CH:16]=[CH:15][N:14]=[N:13][CH:12]=2)[N:3]=1. The catalyst class is: 16. (2) Reactant: [C:1]([O:5][C:6]([N:8]1[CH:14](C(=O)NCC(C2C=CC(Br)=CC=2)=O)[CH2:13][C:10]2([CH2:12][CH2:11]2)[CH2:9]1)=[O:7])([CH3:4])([CH3:3])[CH3:2].C([O-])(=O)C.[NH4+]. The catalyst class is: 25. Product: [C:1]([O:5][C:6]([N:8]1[CH2:14][CH2:13][C:10]2([CH2:12][CH2:11]2)[CH2:9]1)=[O:7])([CH3:4])([CH3:2])[CH3:3]. (3) Reactant: [CH2:1]([CH:8]1[CH2:13][CH2:12][N:11]([C:14](=[O:18])[C:15]([OH:17])=O)[CH2:10][CH2:9]1)[C:2]1[CH:7]=[CH:6][CH:5]=[CH:4][CH:3]=1.[NH2:19][C:20]1[CH:25]=[CH:24][C:23]([NH:26][S:27]([CH3:30])(=[O:29])=[O:28])=[CH:22][CH:21]=1. Product: [CH2:1]([CH:8]1[CH2:9][CH2:10][N:11]([C:14](=[O:18])[C:15]([NH:19][C:20]2[CH:25]=[CH:24][C:23]([NH:26][S:27]([CH3:30])(=[O:29])=[O:28])=[CH:22][CH:21]=2)=[O:17])[CH2:12][CH2:13]1)[C:2]1[CH:3]=[CH:4][CH:5]=[CH:6][CH:7]=1. The catalyst class is: 6. (4) Reactant: [O:1]=[C:2]([C:11]1[CH:16]=[CH:15][CH:14]=[CH:13][N:12]=1)[CH2:3][O:4][CH:5]1[CH2:10][CH2:9][CH2:8][CH2:7][O:6]1.[BH4-].[Na+]. Product: [N:12]1[CH:13]=[CH:14][CH:15]=[CH:16][C:11]=1[CH:2]([OH:1])[CH2:3][O:4][CH:5]1[CH2:10][CH2:9][CH2:8][CH2:7][O:6]1. The catalyst class is: 5. (5) Reactant: [C:1]([CH2:3][O:4][C:5]1[C:6]([N:19]2[C:28]3[C:23](=[CH:24][C:25]([S:29](OC4C(F)=C(F)C(F)=C(F)C=4F)(=[O:31])=[O:30])=[CH:26][CH:27]=3)[CH:22]=[CH:21][C:20]2=[O:44])=[CH:7][C:8]([F:18])=[C:9]([C:11]2[CH:16]=[CH:15][CH:14]=[C:13]([F:17])[CH:12]=2)[CH:10]=1)#[N:2].[O:45]1[CH:49]=[CH:48][C:47]([NH2:50])=[N:46]1.C[Si]([N-][Si](C)(C)C)(C)C.[Li+]. Product: [C:1]([CH2:3][O:4][C:5]1[C:6]([N:19]2[C:28]3[C:23](=[CH:24][C:25]([S:29]([NH:50][C:47]4[CH:48]=[CH:49][O:45][N:46]=4)(=[O:31])=[O:30])=[CH:26][CH:27]=3)[CH:22]=[CH:21][C:20]2=[O:44])=[CH:7][C:8]([F:18])=[C:9]([C:11]2[CH:16]=[CH:15][CH:14]=[C:13]([F:17])[CH:12]=2)[CH:10]=1)#[N:2]. The catalyst class is: 1. (6) Reactant: C([N:8]1[C:13]2[CH:14]=[C:15]([Cl:23])[C:16]([C:18]3[O:22][CH:21]=[N:20][CH:19]=3)=[CH:17][C:12]=2[O:11][CH:10]([C:24]([N:26]2[CH2:31][CH2:30][C:29]([CH2:34][C:35]3[CH:40]=[CH:39][C:38]([F:41])=[CH:37][CH:36]=3)([C:32]#[N:33])[CH2:28][CH2:27]2)=[O:25])[CH2:9]1)C1C=CC=CC=1. Product: [Cl:23][C:15]1[C:16]([C:18]2[O:22][CH:21]=[N:20][CH:19]=2)=[CH:17][C:12]2[O:11][CH:10]([C:24]([N:26]3[CH2:27][CH2:28][C:29]([CH2:34][C:35]4[CH:40]=[CH:39][C:38]([F:41])=[CH:37][CH:36]=4)([C:32]#[N:33])[CH2:30][CH2:31]3)=[O:25])[CH2:9][NH:8][C:13]=2[CH:14]=1. The catalyst class is: 78. (7) Reactant: [Cl:1][C:2]1[CH:7]=[CH:6][C:5]([N:8]([C@H:12]2[C:21]3[C:16](=[CH:17][CH:18]=[CH:19][CH:20]=3)[N:15]([C:22](=[O:37])[C:23]3[CH:28]=[CH:27][C:26]([O:29][CH2:30][CH:31]4[CH2:36][CH2:35][NH:34][CH2:33][CH2:32]4)=[CH:25][CH:24]=3)[C@@H:14]([CH3:38])[CH2:13]2)[C:9](=[O:11])[CH3:10])=[CH:4][CH:3]=1.[CH:39](=O)[CH3:40].[BH-](OC(C)=O)(OC(C)=O)OC(C)=O.[Na+]. Product: [Cl:1][C:2]1[CH:7]=[CH:6][C:5]([N:8]([C@H:12]2[C:21]3[C:16](=[CH:17][CH:18]=[CH:19][CH:20]=3)[N:15]([C:22](=[O:37])[C:23]3[CH:28]=[CH:27][C:26]([O:29][CH2:30][CH:31]4[CH2:36][CH2:35][N:34]([CH2:39][CH3:40])[CH2:33][CH2:32]4)=[CH:25][CH:24]=3)[C@@H:14]([CH3:38])[CH2:13]2)[C:9](=[O:11])[CH3:10])=[CH:4][CH:3]=1. The catalyst class is: 4. (8) Reactant: [CH:1]1([N:4]([C@H:14]2[CH2:19][CH2:18][C@H:17]([CH2:20][C:21](OC)=[O:22])[CH2:16][CH2:15]2)[C:5](=[O:13])[C:6]2[CH:11]=[CH:10][C:9]([F:12])=[CH:8][CH:7]=2)[CH2:3][CH2:2]1.[H-].[Al+3].[Li+].[H-].[H-].[H-]. Product: [CH:1]1([N:4]([C@H:14]2[CH2:19][CH2:18][C@H:17]([CH2:20][CH2:21][OH:22])[CH2:16][CH2:15]2)[C:5](=[O:13])[C:6]2[CH:11]=[CH:10][C:9]([F:12])=[CH:8][CH:7]=2)[CH2:3][CH2:2]1. The catalyst class is: 1. (9) Product: [OH:14][C:2]1[CH:3]=[C:4]([CH2:5][CH2:6][NH:7][C:19]2[C:18]3[N:22]=[CH:23][N:24]([C:17]=3[N:16]=[CH:15][N:20]=2)[C@@H:25]2[O:29][C@H:28]([CH2:30][OH:31])[C@@H:27]([OH:32])[C@H:26]2[OH:33])[CH:8]=[CH:9][C:10]=1[O:12][CH3:13]. Reactant: O[C:2]1([OH:14])[C:10]([O:12][CH3:13])(O)[CH:9]=[CH:8][C:4]([CH2:5][CH2:6][NH2:7])=[CH:3]1.[CH:15]1[N:20]=[C:19](Cl)[C:18]2[N:22]=[CH:23][N:24]([C@@H:25]3[O:29][C@H:28]([CH2:30][OH:31])[C@@H:27]([OH:32])[C@H:26]3[OH:33])[C:17]=2[N:16]=1.C(N(CC)CC)C. The catalyst class is: 259.